Dataset: Reaction yield outcomes from USPTO patents with 853,638 reactions. Task: Predict the reaction yield, written as a fraction of the theoretical maximum amount of product (1.0 means a 100% yield; for example, 0.34 means a 34% yield). (1) The reactants are Cl.[Cl:2][C:3]1[CH:8]=[CH:7][C:6]([NH:9][NH2:10])=[C:5]([N+:11]([O-:13])=[O:12])[CH:4]=1.[C:14]([O:19][CH3:20])(=[O:18])[C:15]([CH3:17])=O.C([O-])(=O)C.[Na+]. The catalyst is CO. The product is [CH3:20][O:19][C:14](=[O:18])[C:15](=[N:10][NH:9][C:6]1[CH:7]=[CH:8][C:3]([Cl:2])=[CH:4][C:5]=1[N+:11]([O-:13])=[O:12])[CH3:17]. The yield is 0.820. (2) The reactants are [CH3:1][O:2][C:3]1[CH:8]=[CH:7][C:6]([C:9]2[CH:10]=[C:11]3[C:16]4=[C:17]([CH:19]5[CH2:24][N:23](C(OC(C)(C)C)=O)[CH2:22][CH2:21][CH:20]5[N:15]4[CH2:14][CH2:13][CH2:12]3)[CH:18]=2)=[C:5]([C:32]([F:35])([F:34])[F:33])[CH:4]=1. The catalyst is CC#N. The product is [CH3:1][O:2][C:3]1[CH:8]=[CH:7][C:6]([C:9]2[CH:10]=[C:11]3[C:16]4=[C:17]([C:19]5[CH2:24][NH:23][CH2:22][CH2:21][C:20]=5[N:15]4[CH2:14][CH2:13][CH2:12]3)[CH:18]=2)=[C:5]([C:32]([F:35])([F:33])[F:34])[CH:4]=1. The yield is 0.980. (3) The reactants are [OH:1][CH2:2][C:3]1[CH:8]=[CH:7][C:6]([NH:9][C:10]([C:12]2[O:16][N:15]=[C:14]([C:17]3[CH:22]=[CH:21][CH:20]=[CH:19][CH:18]=3)[CH:13]=2)=[O:11])=[CH:5][CH:4]=1.[Mn]([O-])([O-])(=O)=O.[Ba+2]. The catalyst is ClCCCl. The product is [CH:2]([C:3]1[CH:4]=[CH:5][C:6]([NH:9][C:10]([C:12]2[O:16][N:15]=[C:14]([C:17]3[CH:22]=[CH:21][CH:20]=[CH:19][CH:18]=3)[CH:13]=2)=[O:11])=[CH:7][CH:8]=1)=[O:1]. The yield is 0.576. (4) The reactants are O=P(Cl)(Cl)Cl.[Cl:6][C:7]1[C:12]([C:13](=O)[CH3:14])=[CH:11][CH:10]=[CH:9][N:8]=1.[ClH:16].NO.C[N:20]([CH3:23])C=O. No catalyst specified. The product is [Cl:16][C:13]([C:12]1[C:7]([Cl:6])=[N:8][CH:9]=[CH:10][CH:11]=1)=[CH:14][C:23]#[N:20]. The yield is 0.810. (5) The reactants are Cl[C:2]1[C:8]2[CH:9]=[CH:10][CH:11]=[CH:12][C:7]=2[O:6][C:5]2[CH:13]=[CH:14][CH:15]=[CH:16][C:4]=2[N:3]=1.[CH2:17]1COCC1.C[Mg]Cl. The catalyst is CN1CCCC1=O. The product is [CH3:17][C:2]1[C:8]2[CH:9]=[CH:10][CH:11]=[CH:12][C:7]=2[O:6][C:5]2[CH:13]=[CH:14][CH:15]=[CH:16][C:4]=2[N:3]=1. The yield is 0.170.